Dataset: Catalyst prediction with 721,799 reactions and 888 catalyst types from USPTO. Task: Predict which catalyst facilitates the given reaction. Reactant: [CH2:1]([N:8]1[CH2:14][C:11]2([CH2:13][CH2:12]2)[C:10]2(OCC[O:15]2)[CH2:9]1)[C:2]1[CH:7]=[CH:6][CH:5]=[CH:4][CH:3]=1.[CH2:19]([N:26]1[CH2:32][C:31](=[O:33])[C:28]2([CH2:30][CH2:29]2)[CH2:27]1)[C:20]1[CH:25]=[CH:24][CH:23]=[CH:22][CH:21]=1.[BH4-].[Na+]. Product: [CH2:1]([N:8]1[CH2:9][C:10](=[O:15])[C:11]2([CH2:12][CH2:13]2)[CH2:14]1)[C:2]1[CH:3]=[CH:4][CH:5]=[CH:6][CH:7]=1.[CH2:19]([N:26]1[CH2:32][CH:31]([OH:33])[C:28]2([CH2:29][CH2:30]2)[CH2:27]1)[C:20]1[CH:21]=[CH:22][CH:23]=[CH:24][CH:25]=1. The catalyst class is: 5.